This data is from Forward reaction prediction with 1.9M reactions from USPTO patents (1976-2016). The task is: Predict the product of the given reaction. (1) Given the reactants C(OC([NH:8][C@@H:9]([C:12]1[CH:13]=[C:14]([C:18]2[CH:23]=[C:22]([Cl:24])[CH:21]=[C:20]([CH2:25][O:26][C:27]3[CH:32]=[CH:31][CH:30]=[CH:29][C:28]=3[CH2:33][C:34]([O:36]C(C)(C)C)=[O:35])[CH:19]=2)[CH:15]=[CH:16][CH:17]=1)[CH2:10][OH:11])=O)(C)(C)C.Cl, predict the reaction product. The product is: [NH2:8][C@@H:9]([C:12]1[CH:13]=[C:14]([C:18]2[CH:23]=[C:22]([Cl:24])[CH:21]=[C:20]([CH2:25][O:26][C:27]3[CH:32]=[CH:31][CH:30]=[CH:29][C:28]=3[CH2:33][C:34]([OH:36])=[O:35])[CH:19]=2)[CH:15]=[CH:16][CH:17]=1)[CH2:10][OH:11]. (2) Given the reactants Cl[C:2]1[C:3]2[C:4](=[CH:20][N:21](CC3C=CC(OC)=CC=3)[N:22]=2)[N:5]=[C:6]([C:8]2[CH:13]=[CH:12][CH:11]=[C:10]([C:14]3[CH:15]=[N:16][CH:17]=[CH:18][CH:19]=3)[CH:9]=2)[N:7]=1.[NH:32]1[C:40]2[C:35](=[CH:36][CH:37]=[C:38]([NH2:41])[CH:39]=2)[CH:34]=[N:33]1.Cl, predict the reaction product. The product is: [NH:32]1[C:40]2[C:35](=[CH:36][CH:37]=[C:38]([NH:41][C:2]3[C:3]4[NH:22][N:21]=[CH:20][C:4]=4[N:5]=[C:6]([C:8]4[CH:13]=[CH:12][CH:11]=[C:10]([C:14]5[CH:15]=[N:16][CH:17]=[CH:18][CH:19]=5)[CH:9]=4)[N:7]=3)[CH:39]=2)[CH:34]=[N:33]1. (3) Given the reactants [CH2:1]([O:4][C:5]1[CH:6]=[C:7]([CH:12]=[CH:13][CH:14]=1)[C:8]([O:10]C)=[O:9])[CH:2]=[CH2:3].O.O.[OH-].[Li+].C(OCC)(=O)C, predict the reaction product. The product is: [CH2:1]([O:4][C:5]1[CH:6]=[C:7]([CH:12]=[CH:13][CH:14]=1)[C:8]([OH:10])=[O:9])[CH:2]=[CH2:3]. (4) Given the reactants BrC1C=CC=C[N:3]=1.C([Li])CCC.S(Cl)(Cl)(=O)=O.[N:18]1[CH:23]=[CH:22][CH:21]=[CH:20][C:19]=1[S:24]([NH2:27])(=[O:26])=[O:25], predict the reaction product. The product is: [NH3:3].[N:18]1[CH:23]=[CH:22][CH:21]=[CH:20][C:19]=1[S:24]([NH2:27])(=[O:26])=[O:25]. (5) Given the reactants [N:1]1([CH2:7][CH2:8][CH2:9][O:10][C:11]2[CH:16]=[CH:15][C:14]([NH2:17])=[CH:13][CH:12]=2)[CH2:6][CH2:5][O:4][CH2:3][CH2:2]1.[C:18]1([N:24]=[C:25]=[O:26])[CH:23]=[CH:22][CH:21]=[CH:20][CH:19]=1, predict the reaction product. The product is: [N:1]1([CH2:7][CH2:8][CH2:9][O:10][C:11]2[CH:16]=[CH:15][C:14]([NH:17][C:25]([NH:24][C:18]3[CH:23]=[CH:22][CH:21]=[CH:20][CH:19]=3)=[O:26])=[CH:13][CH:12]=2)[CH2:6][CH2:5][O:4][CH2:3][CH2:2]1. (6) Given the reactants C[O:2][C:3](=O)[C:4]1[CH:9]=[C:8]([Cl:10])[CH:7]=[N:6][CH:5]=1.[BH4-].[Na+], predict the reaction product. The product is: [Cl:10][C:8]1[CH:9]=[C:4]([CH2:3][OH:2])[CH:5]=[N:6][CH:7]=1. (7) The product is: [O:1]1[CH2:5][CH2:4][O:3][CH:2]1[C:6]1[C:15]([CH:31]([OH:32])[C:27]2[S:26][CH:30]=[CH:29][CH:28]=2)=[CH:14][C:13]2[C:12]([CH3:18])([CH3:17])[CH2:11][CH2:10][C:9]([CH3:20])([CH3:19])[C:8]=2[CH:7]=1. Given the reactants [O:1]1[CH2:5][CH2:4][O:3][CH:2]1[C:6]1[C:15](Br)=[CH:14][C:13]2[C:12]([CH3:18])([CH3:17])[CH2:11][CH2:10][C:9]([CH3:20])([CH3:19])[C:8]=2[CH:7]=1.[Li]CCCC.[S:26]1[CH:30]=[CH:29][CH:28]=[C:27]1[CH:31]=[O:32].[Cl-].[NH4+], predict the reaction product. (8) Given the reactants [N:1]1([C:7]2[N:8]=[C:9]([CH2:14][C:15]([O-:17])=O)[NH:10][C:11](=[O:13])[CH:12]=2)[CH2:6][CH2:5][O:4][CH2:3][CH2:2]1.[Na+].[NH2:19][C:20]1[CH:21]=[C:22]([OH:26])[CH:23]=[CH:24][CH:25]=1, predict the reaction product. The product is: [OH:26][C:22]1[CH:21]=[C:20]([NH:19][C:15](=[O:17])[CH2:14][C:9]2[NH:10][C:11](=[O:13])[CH:12]=[C:7]([N:1]3[CH2:2][CH2:3][O:4][CH2:5][CH2:6]3)[N:8]=2)[CH:25]=[CH:24][CH:23]=1. (9) The product is: [I:1][C:14]1[CH:15]=[C:16]2[C:21](=[CH:22][CH:23]=1)[N:20]=[CH:19][CH:18]=[CH:17]2. Given the reactants [I-:1].[Na+].CNC1CCCCC1NC.Br[C:14]1[CH:15]=[C:16]2[C:21](=[CH:22][CH:23]=1)[N:20]=[CH:19][CH:18]=[CH:17]2, predict the reaction product. (10) The product is: [C:14]([C:13]1[CH:16]=[C:9]([C:6]2[CH:7]=[CH:8][N:4]([CH2:3][CH2:2][NH:1][C:31]([C:29]3[NH:28][N:27]=[C:26]([C:21]4[CH:22]=[CH:23][CH:24]=[CH:25][N:20]=4)[CH:30]=3)=[O:32])[N:5]=2)[CH:10]=[CH:11][C:12]=1[N+:17]([O-:19])=[O:18])#[N:15]. Given the reactants [NH2:1][CH2:2][CH2:3][N:4]1[CH:8]=[CH:7][C:6]([C:9]2[CH:10]=[CH:11][C:12]([N+:17]([O-:19])=[O:18])=[C:13]([CH:16]=2)[C:14]#[N:15])=[N:5]1.[N:20]1[CH:25]=[CH:24][CH:23]=[CH:22][C:21]=1[C:26]1[CH:30]=[C:29]([C:31](O)=[O:32])[NH:28][N:27]=1, predict the reaction product.